This data is from Reaction yield outcomes from USPTO patents with 853,638 reactions. The task is: Predict the reaction yield, written as a fraction of the theoretical maximum amount of product (1.0 means a 100% yield; for example, 0.34 means a 34% yield). (1) The product is [Cl:28][C:2]([Cl:1])([Cl:27])[CH2:3][O:4][C:5]([N:7]1[C:19]2[CH2:18][NH:17][CH2:16][CH2:15][C:14]=2[C:13]2[C:8]1=[CH:9][CH:10]=[CH:11][CH:12]=2)=[O:6]. The catalyst is ClCCl. The yield is 0.810. The reactants are [Cl:1][C:2]([Cl:28])([Cl:27])[CH2:3][O:4][C:5]([N:7]1[C:19]2[CH2:18][N:17](C(OC(C)(C)C)=O)[CH2:16][CH2:15][C:14]=2[C:13]2[C:8]1=[CH:9][CH:10]=[CH:11][CH:12]=2)=[O:6].FC(F)(F)C(O)=O. (2) The reactants are [Cl-].O[NH3+:3].[C:4](=[O:7])([O-])[OH:5].[Na+].CS(C)=O.[CH2:13]([C:17]1[N:18]=[C:19]([CH3:48])[N:20]([CH2:39][C:40]2[CH:41]=[N:42][C:43]([O:46][CH3:47])=[CH:44][CH:45]=2)[C:21](=[O:38])[C:22]=1[CH2:23][C:24]1[CH:29]=[CH:28][C:27]([C:30]2[C:31]([C:36]#[N:37])=[CH:32][CH:33]=[CH:34][CH:35]=2)=[CH:26][CH:25]=1)[CH2:14][CH2:15][CH3:16]. The catalyst is C(OCC)(=O)C. The product is [CH2:13]([C:17]1[N:18]=[C:19]([CH3:48])[N:20]([CH2:39][C:40]2[CH:41]=[N:42][C:43]([O:46][CH3:47])=[CH:44][CH:45]=2)[C:21](=[O:38])[C:22]=1[CH2:23][C:24]1[CH:25]=[CH:26][C:27]([C:30]2[CH:35]=[CH:34][CH:33]=[CH:32][C:31]=2[C:36]2[NH:3][C:4](=[O:7])[O:5][N:37]=2)=[CH:28][CH:29]=1)[CH2:14][CH2:15][CH3:16]. The yield is 0.320. (3) The reactants are [OH:1][C:2]([C:34]1[CH:39]=[CH:38][CH:37]=[CH:36][CH:35]=1)([C:28]1[CH:33]=[CH:32][CH:31]=[CH:30][CH:29]=1)[CH:3]1[CH2:8][CH2:7][N:6]([CH2:9][CH2:10][CH2:11][C:12]([C:14]2[CH:19]=[CH:18][C:17]([C:20]([CH3:27])([CH3:26])[C:21]([O:23]CC)=[O:22])=[CH:16][CH:15]=2)=[O:13])[CH2:5][CH2:4]1.[OH-].[Na+].[BH4-].[Na+].CC(C)=O.[ClH:48]. The catalyst is O.CO. The product is [OH2:1].[ClH:48].[OH:1][C:2]([C:34]1[CH:35]=[CH:36][CH:37]=[CH:38][CH:39]=1)([C:28]1[CH:29]=[CH:30][CH:31]=[CH:32][CH:33]=1)[CH:3]1[CH2:8][CH2:7][N:6]([CH2:9][CH2:10][CH2:11][CH:12]([C:14]2[CH:19]=[CH:18][C:17]([C:20]([CH3:27])([CH3:26])[C:21]([OH:23])=[O:22])=[CH:16][CH:15]=2)[OH:13])[CH2:5][CH2:4]1. The yield is 0.980. (4) The reactants are [Al+3].[Cl-].[Cl-].[Cl-].[F:5][C:6]1[CH:21]=[C:20]([N+:22]([O-:24])=[O:23])[CH:19]=[CH:18][C:7]=1[O:8][C:9]1[C:10]2[N:11]([CH:15]=[CH:16][CH:17]=2)[N:12]=[CH:13][CH:14]=1.[C:25](Cl)(=[O:27])[CH3:26].C(=O)(O)[O-].[Na+]. The catalyst is ClC(Cl)C. The product is [F:5][C:6]1[CH:21]=[C:20]([N+:22]([O-:24])=[O:23])[CH:19]=[CH:18][C:7]=1[O:8][C:9]1[C:10]2[N:11]([CH:15]=[CH:16][C:17]=2[C:25](=[O:27])[CH3:26])[N:12]=[CH:13][CH:14]=1. The yield is 0.930. (5) The reactants are [OH:1][C:2]1[CH:9](C(OC)=O)[CH:8]2[CH2:14][CH:4]([CH:5](C(OC)=O)[C:6]([OH:19])=[C:7]2C(OC)=O)[C:3]=1C(OC)=O.Cl.O.C(O)(=O)C. The catalyst is CC(C)=O. The product is [CH:4]12[CH2:14][CH:8]([CH2:7][C:6](=[O:19])[CH2:5]1)[CH2:9][C:2](=[O:1])[CH2:3]2. The yield is 0.850. (6) The reactants are [C:1]([C:5]1[CH:10]=[CH:9][C:8]([S:11]([CH:14]2[CH2:20][C:19]3[CH:21]=[CH:22][CH:23]=[CH:24][C:18]=3[NH:17][N:16]([CH2:25][CH2:26][C:27]3[CH:32]=[CH:31][CH:30]=[CH:29][CH:28]=3)[CH2:15]2)(=[O:13])=[O:12])=[CH:7][CH:6]=1)([CH3:4])([CH3:3])[CH3:2].[NH:33]1[CH:37]=[CH:36][N:35]=[C:34]1[CH:38]=O.C(O[BH-](OC(=O)C)OC(=O)C)(=O)C.[Na+].[OH-].[NH4+]. The catalyst is ClCCCl.C(O)(=O)C.CCOC(C)=O. The product is [C:1]([C:5]1[CH:6]=[CH:7][C:8]([S:11]([CH:14]2[CH2:20][C:19]3[CH:21]=[CH:22][CH:23]=[CH:24][C:18]=3[N:17]([CH2:38][C:34]3[NH:33][CH:37]=[CH:36][N:35]=3)[N:16]([CH2:25][CH2:26][C:27]3[CH:28]=[CH:29][CH:30]=[CH:31][CH:32]=3)[CH2:15]2)(=[O:13])=[O:12])=[CH:9][CH:10]=1)([CH3:4])([CH3:2])[CH3:3]. The yield is 0.950. (7) The reactants are C([O:3][C:4]([C:6]1[N:7]=[C:8]([CH3:11])[S:9][CH:10]=1)=[O:5])C.[OH-].[Na+]. The catalyst is CO. The product is [CH3:11][C:8]1[S:9][CH:10]=[C:6]([C:4]([OH:5])=[O:3])[N:7]=1. The yield is 0.870. (8) The reactants are [CH2:1]([C@@H:5]1[NH:10][CH2:9][C@H:8]([CH2:11][CH:12]([CH3:14])[CH3:13])[NH:7][C:6]1=[O:15])[CH:2]([CH3:4])[CH3:3].[Cl:16][C:17]1[CH:22]=[CH:21][CH:20]=[CH:19][C:18]=1[C:23]1[O:27][N:26]=[C:25]([C:28](O)=[O:29])[CH:24]=1.C([C@@H]1N(C([C@@H]2C[C@H]2C2C=CC=CC=2)=O)C[C@H](CC(C)C)NC1=O)C(C)C. No catalyst specified. The product is [Cl:16][C:17]1[CH:22]=[CH:21][CH:20]=[CH:19][C:18]=1[C:23]1[O:27][N:26]=[C:25]([C:28]([N:10]2[CH2:9][C@H:8]([CH2:11][CH:12]([CH3:14])[CH3:13])[NH:7][C:6](=[O:15])[C@@H:5]2[CH2:1][CH:2]([CH3:4])[CH3:3])=[O:29])[CH:24]=1. The yield is 0.720. (9) The reactants are [CH3:1][O:2][C:3]1[CH:4]=[C:5]([NH:13][C:14]([CH:16]2[CH2:21][CH:20]([O:22][CH2:23][CH2:24][CH2:25][CH2:26][CH2:27][CH2:28][CH2:29][CH2:30][CH2:31][CH2:32][CH2:33][CH2:34][CH2:35][CH2:36][CH2:37][CH2:38][CH2:39][CH3:40])[CH:19]([O:41][CH2:42][CH2:43][CH2:44][CH2:45][CH2:46][CH2:47][CH2:48][CH2:49][CH2:50][CH2:51][CH2:52][CH2:53][CH2:54][CH2:55][CH2:56][CH2:57][CH2:58][CH3:59])[CH:18]([O:60][CH2:61][CH2:62][CH2:63][CH2:64][CH2:65][CH2:66][CH2:67][CH2:68][CH2:69][CH2:70][CH2:71][CH2:72][CH2:73][CH2:74][CH2:75][CH2:76][CH2:77][CH3:78])[CH2:17]2)=[O:15])[CH:6]=[CH:7][C:8]=1[C:9](OC)=[O:10].CC(C[AlH]CC(C)C)C.C1(C)C=CC=CC=1.Cl. The catalyst is C1COCC1. The product is [OH:10][CH2:9][C:8]1[CH:7]=[CH:6][C:5]([NH:13][C:14]([CH:16]2[CH2:21][CH:20]([O:22][CH2:23][CH2:24][CH2:25][CH2:26][CH2:27][CH2:28][CH2:29][CH2:30][CH2:31][CH2:32][CH2:33][CH2:34][CH2:35][CH2:36][CH2:37][CH2:38][CH2:39][CH3:40])[CH:19]([O:41][CH2:42][CH2:43][CH2:44][CH2:45][CH2:46][CH2:47][CH2:48][CH2:49][CH2:50][CH2:51][CH2:52][CH2:53][CH2:54][CH2:55][CH2:56][CH2:57][CH2:58][CH3:59])[CH:18]([O:60][CH2:61][CH2:62][CH2:63][CH2:64][CH2:65][CH2:66][CH2:67][CH2:68][CH2:69][CH2:70][CH2:71][CH2:72][CH2:73][CH2:74][CH2:75][CH2:76][CH2:77][CH3:78])[CH2:17]2)=[O:15])=[CH:4][C:3]=1[O:2][CH3:1]. The yield is 1.00.